Dataset: Full USPTO retrosynthesis dataset with 1.9M reactions from patents (1976-2016). Task: Predict the reactants needed to synthesize the given product. (1) Given the product [NH2:12][C:11]1[O:34][C:32]2[N:31]([C:35]3[CH:40]=[CH:39][CH:38]=[CH:37][CH:36]=3)[N:30]=[C:29]([C:26]3[CH:25]=[CH:24][C:23]([O:22][CH3:21])=[CH:28][CH:27]=3)[C:33]=2[CH:1]([C:2]2[CH:7]=[CH:6][CH:5]=[CH:4][CH:3]=2)[C:10]=1[C:9]#[N:13], predict the reactants needed to synthesize it. The reactants are: [CH:1](=O)[C:2]1[CH:7]=[CH:6][CH:5]=[CH:4][CH:3]=1.[C:9](#[N:13])[CH2:10][C:11]#[N:12].C(N(CC)CC)C.[CH3:21][O:22][C:23]1[CH:28]=[CH:27][C:26]([C:29]2[CH2:33][C:32](=[O:34])[N:31]([C:35]3[CH:40]=[CH:39][CH:38]=[CH:37][CH:36]=3)[N:30]=2)=[CH:25][CH:24]=1. (2) Given the product [CH:35]1([CH2:41][N:42]([CH3:73])[C:43]([CH2:45][O:34][C@@H:10]2[CH2:9][NH:8][CH2:12][C@H:11]2[CH2:13][N:14]([CH:31]([CH3:33])[CH3:32])[C:15](=[O:30])[C:16]2[CH:21]=[CH:20][C:19]([O:22][CH3:23])=[C:18]([O:24][CH2:25][CH2:26][CH2:27][O:28][CH3:29])[CH:17]=2)=[O:44])[CH2:40][CH2:39][CH2:38][CH2:37][CH2:36]1, predict the reactants needed to synthesize it. The reactants are: C(OC([N:8]1[CH2:12][C@@H:11]([CH2:13][N:14]([CH:31]([CH3:33])[CH3:32])[C:15](=[O:30])[C:16]2[CH:21]=[CH:20][C:19]([O:22][CH3:23])=[C:18]([O:24][CH2:25][CH2:26][CH2:27][O:28][CH3:29])[CH:17]=2)[C@H:10]([OH:34])[CH2:9]1)=O)(C)(C)C.[CH:35]1([CH2:41][N:42]([CH3:73])[C:43]([CH2:45]N[C@@H]2CNC[C@H]2CN(C(C)C)C(=O)C2C=CC(OC)=C(OCCCOC)C=2)=[O:44])[CH2:40][CH2:39][CH2:38][CH2:37][CH2:36]1.CC#N.O.